This data is from Reaction yield outcomes from USPTO patents with 853,638 reactions. The task is: Predict the reaction yield, written as a fraction of the theoretical maximum amount of product (1.0 means a 100% yield; for example, 0.34 means a 34% yield). The reactants are [Br:1][C:2]1[CH:3]=[CH:4][C:5]([OH:11])=[C:6]([C:8](=[O:10])[CH3:9])[CH:7]=1.[F:12][C:13]1[CH:20]=[CH:19][CH:18]=[CH:17][C:14]=1[CH:15]=O. The catalyst is C(O)C.O. The product is [Br:1][C:2]1[CH:7]=[C:6]2[C:5](=[CH:4][CH:3]=1)[O:11][CH:15]([C:14]1[CH:17]=[CH:18][CH:19]=[CH:20][C:13]=1[F:12])[CH2:9][C:8]2=[O:10]. The yield is 0.500.